This data is from Peptide-MHC class II binding affinity with 134,281 pairs from IEDB. The task is: Regression. Given a peptide amino acid sequence and an MHC pseudo amino acid sequence, predict their binding affinity value. This is MHC class II binding data. (1) The peptide sequence is PEVIPMFAALSEGATP. The MHC is DRB1_0101 with pseudo-sequence DRB1_0101. The binding affinity (normalized) is 0.574. (2) The peptide sequence is EKKYFAATQFEPSAA. The MHC is DRB1_0701 with pseudo-sequence DRB1_0701. The binding affinity (normalized) is 0.638. (3) The peptide sequence is TESWIVDRQWAQDLT. The MHC is DRB3_0202 with pseudo-sequence DRB3_0202. The binding affinity (normalized) is 0.607. (4) The peptide sequence is YEHRVKRGLTVAVAGA. The MHC is H-2-IAd with pseudo-sequence H-2-IAd. The binding affinity (normalized) is 0.187. (5) The peptide sequence is TIKQKKPDFILATDI. The MHC is HLA-DQA10201-DQB10303 with pseudo-sequence HLA-DQA10201-DQB10303. The binding affinity (normalized) is 0. (6) The peptide sequence is GNLQIVDKIDAAFKI. The MHC is DRB1_1501 with pseudo-sequence DRB1_1501. The binding affinity (normalized) is 0.616. (7) The peptide sequence is SERPAIVPPADKYRT. The MHC is HLA-DPA10301-DPB10402 with pseudo-sequence HLA-DPA10301-DPB10402. The binding affinity (normalized) is 0. (8) The peptide sequence is LPSYAAYATAQEAYE. The MHC is DRB1_0101 with pseudo-sequence DRB1_0101. The binding affinity (normalized) is 0.838. (9) The peptide sequence is FGMVQFQKFFNPVTP. The MHC is DRB1_0301 with pseudo-sequence DRB1_0301. The binding affinity (normalized) is 0.